This data is from CYP2C9 inhibition data for predicting drug metabolism from PubChem BioAssay. The task is: Regression/Classification. Given a drug SMILES string, predict its absorption, distribution, metabolism, or excretion properties. Task type varies by dataset: regression for continuous measurements (e.g., permeability, clearance, half-life) or binary classification for categorical outcomes (e.g., BBB penetration, CYP inhibition). Dataset: cyp2c9_veith. The drug is Cc1cnc(CNc2nc(-c3c(C)noc3C)nc3ccccc23)cn1. The result is 0 (non-inhibitor).